Predict the reactants needed to synthesize the given product. From a dataset of Full USPTO retrosynthesis dataset with 1.9M reactions from patents (1976-2016). (1) Given the product [F:44][C:2]([F:1])([F:43])[C:3]1[CH:4]=[C:5]([CH:36]=[C:37]([C:39]([F:40])([F:42])[F:41])[CH:38]=1)[C:6]([N:8]1[CH2:13][CH2:12][N:11]([CH2:14][CH2:15][CH2:16][CH2:17][N:18]2[CH2:23][CH2:22][O:21][CH2:20][C@@H:19]2[CH2:24][O:25][CH3:26])[CH2:10][C@H:9]1[CH2:27][C:28]1[CH:33]=[CH:32][C:31]([CH3:34])=[C:30]([CH3:35])[CH:29]=1)=[O:7], predict the reactants needed to synthesize it. The reactants are: [F:1][C:2]([F:44])([F:43])[C:3]1[CH:4]=[C:5]([CH:36]=[C:37]([C:39]([F:42])([F:41])[F:40])[CH:38]=1)[C:6]([N:8]1[CH2:13][CH2:12][N:11]([CH2:14][C:15]#[C:16][CH2:17][N:18]2[CH2:23][CH2:22][O:21][CH2:20][C@@H:19]2[CH2:24][O:25][CH3:26])[CH2:10][C@H:9]1[CH2:27][C:28]1[CH:33]=[CH:32][C:31]([CH3:34])=[C:30]([CH3:35])[CH:29]=1)=[O:7]. (2) Given the product [C:25]([C:24]1[CH:27]=[CH:28][C:21]([C:18]2[CH:19]=[CH:20][N:16]([CH2:15][C@@H:14]([NH:13][C:10]([C:8]3[N:9]=[C:5]([C:2]([OH:1])([CH3:3])[CH3:4])[O:6][CH:7]=3)=[O:12])[CH3:33])[N:17]=2)=[CH:22][C:23]=1[C:29]([F:30])([F:32])[F:31])#[N:26], predict the reactants needed to synthesize it. The reactants are: [OH:1][C:2]([C:5]1[O:6][CH:7]=[C:8]([C:10]([OH:12])=O)[N:9]=1)([CH3:4])[CH3:3].[NH2:13][C@@H:14]([CH3:33])[CH2:15][N:16]1[CH:20]=[CH:19][C:18]([C:21]2[CH:28]=[CH:27][C:24]([C:25]#[N:26])=[C:23]([C:29]([F:32])([F:31])[F:30])[CH:22]=2)=[N:17]1.